This data is from Forward reaction prediction with 1.9M reactions from USPTO patents (1976-2016). The task is: Predict the product of the given reaction. (1) Given the reactants [C:1]([OH:4])(=[O:3])[CH3:2].[CH3:5][NH:6][CH2:7][C:8]([O:10][C@H:11]([CH3:48])[CH2:12][N:13]1[C:17]([CH3:18])=[C:16]([C:19](=[O:40])[NH:20][C:21]2[CH:26]=[CH:25][C:24]([O:27][C:28]3[C:37]4[C:32](=[CH:33][C:34]([O:38][CH3:39])=[CH:35][CH:36]=4)[N:31]=[CH:30][CH:29]=3)=[CH:23][N:22]=2)[C:15](=[O:41])[N:14]1[C:42]1[CH:47]=[CH:46][CH:45]=[CH:44][CH:43]=1)=[O:9], predict the reaction product. The product is: [C:1]([OH:4])(=[O:3])[CH3:2].[CH3:5][NH:6][CH2:7][C:8]([O:10][C@H:11]([CH3:48])[CH2:12][N:13]1[C:17]([CH3:18])=[C:16]([C:19](=[O:40])[NH:20][C:21]2[CH:26]=[CH:25][C:24]([O:27][C:28]3[C:37]4[C:32](=[CH:33][C:34]([O:38][CH3:39])=[CH:35][CH:36]=4)[N:31]=[CH:30][CH:29]=3)=[CH:23][N:22]=2)[C:15](=[O:41])[N:14]1[C:42]1[CH:43]=[CH:44][CH:45]=[CH:46][CH:47]=1)=[O:9]. (2) Given the reactants [N:1]1[CH:6]=[CH:5][CH:4]=[N:3][C:2]=1[CH2:7][C:8]([OH:10])=O.[CH2:11]([C@@H:18]1[NH:23][CH2:22][CH2:21][N:20]([C:24]2[CH:29]=[CH:28][C:27]([O:30][CH3:31])=[C:26]([O:32][CH:33]([F:35])[F:34])[CH:25]=2)[CH2:19]1)[C:12]1[CH:17]=[CH:16][CH:15]=[CH:14][CH:13]=1, predict the reaction product. The product is: [CH2:11]([C@H:18]1[CH2:19][N:20]([C:24]2[CH:29]=[CH:28][C:27]([O:30][CH3:31])=[C:26]([O:32][CH:33]([F:35])[F:34])[CH:25]=2)[CH2:21][CH2:22][N:23]1[C:8](=[O:10])[CH2:7][C:2]1[N:1]=[CH:6][CH:5]=[CH:4][N:3]=1)[C:12]1[CH:13]=[CH:14][CH:15]=[CH:16][CH:17]=1.